The task is: Predict the reactants needed to synthesize the given product.. This data is from Full USPTO retrosynthesis dataset with 1.9M reactions from patents (1976-2016). (1) Given the product [C:43]1([CH:17]([C:11]2[CH:12]=[CH:13][CH:14]=[CH:15][CH:16]=2)[CH2:18][NH:19][C:20]2[N:28]=[C:27]([N:29]3[CH:55]=[C:52]([N+:49]([O-:51])=[O:50])[CH:53]=[N:30]3)[N:26]=[C:25]3[C:21]=2[N:22]=[CH:23][N:24]3[C@@H:31]2[CH2:35][C@H:34]([NH:36][C:37](=[O:40])[CH2:38][OH:39])[C@@H:33]([OH:41])[C@H:32]2[OH:42])[CH:44]=[CH:45][CH:46]=[CH:47][CH:48]=1, predict the reactants needed to synthesize it. The reactants are: C(OC(C1C=NNC=1)=O)C.[C:11]1([CH:17]([C:43]2[CH:48]=[CH:47][CH:46]=[CH:45][CH:44]=2)[CH2:18][NH:19][C:20]2[N:28]=[C:27]([NH:29][NH2:30])[N:26]=[C:25]3[C:21]=2[N:22]=[CH:23][N:24]3[C@@H:31]2[CH2:35][C@H:34]([NH:36][C:37](=[O:40])[CH2:38][OH:39])[C@@H:33]([OH:41])[C@H:32]2[OH:42])[CH:16]=[CH:15][CH:14]=[CH:13][CH:12]=1.[N+:49]([CH:52]([CH:55]=O)[CH:53]=O)([O-:51])=[O:50].[Na]. (2) The reactants are: [CH2:1]([O:3][C:4]([C:6]1[O:7][C:8]2[CH:14]=[C:13]([OH:15])[CH:12]=[CH:11][C:9]=2[CH:10]=1)=[O:5])[CH3:2].C([O-])([O-])=O.[Cs+].[Cs+].Cl.Cl[C:24]1[S:25][C:26]2[C:27]([N:32]=1)=[N:28][CH:29]=[CH:30][CH:31]=2.O. Given the product [CH2:1]([O:3][C:4]([C:6]1[O:7][C:8]2[CH:14]=[C:13]([O:15][C:24]3[S:25][C:26]4[C:27]([N:32]=3)=[N:28][CH:29]=[CH:30][CH:31]=4)[CH:12]=[CH:11][C:9]=2[CH:10]=1)=[O:5])[CH3:2], predict the reactants needed to synthesize it. (3) Given the product [CH2:14]([O:16][C:17]([CH:19]1[CH2:23][CH2:22][S:21](=[O:24])(=[O:25])[N:20]1[CH2:26][C:27]1[CH:28]=[CH:29][CH:30]=[C:31]([CH2:13][NH:12][C@H:4]([CH2:3][N:2]([CH3:35])[CH3:1])[CH2:5][C:6]2[CH:11]=[CH:10][CH:9]=[CH:8][CH:7]=2)[CH:32]=1)=[O:18])[CH3:15], predict the reactants needed to synthesize it. The reactants are: [CH3:1][NH:2][CH2:3][C@@H:4]([NH:12][CH3:13])[CH2:5][C:6]1[CH:11]=[CH:10][CH:9]=[CH:8][CH:7]=1.[CH2:14]([O:16][C:17]([CH:19]1[CH2:23][CH2:22][S:21](=[O:25])(=[O:24])[N:20]1[CH2:26][C:27]1[CH:32]=[CH:31][CH:30]=[C:29](C=O)[CH:28]=1)=[O:18])[CH3:15].[C:35]([BH3-])#N.[Na+].C(O)(=O)C. (4) Given the product [C:17]([C:14]1[CH:15]=[CH:16][C:11]([C:8]2[O:9][CH:10]=[C:6]([C:4]([OH:5])=[O:3])[N:7]=2)=[C:12]([F:19])[CH:13]=1)#[N:18], predict the reactants needed to synthesize it. The reactants are: C([O:3][C:4]([C:6]1[N:7]=[C:8]([C:11]2[CH:16]=[CH:15][C:14]([C:17]#[N:18])=[CH:13][C:12]=2[F:19])[O:9][CH:10]=1)=[O:5])C.[OH-].[Na+]. (5) Given the product [F:1][C:2]1[C:3]([CH3:28])([CH3:27])[O:4][C:5]2[C:10]([C:11]=1[C:12]1[CH:13]=[CH:14][C:15]([F:18])=[CH:16][CH:17]=1)=[CH:9][CH:8]=[C:7]([NH2:19])[CH:6]=2, predict the reactants needed to synthesize it. The reactants are: [F:1][C:2]1[C:3]([CH3:28])([CH3:27])[O:4][C:5]2[C:10]([C:11]=1[C:12]1[CH:17]=[CH:16][C:15]([F:18])=[CH:14][CH:13]=1)=[CH:9][CH:8]=[C:7]([NH:19]C(=O)OC(C)(C)C)[CH:6]=2.Cl.O1CCOCC1. (6) Given the product [CH3:16][C:15]1([CH3:17])[C:11]2[NH:10][N:9]=[C:8]([C:6]([OH:7])=[O:5])[C:12]=2[CH2:13][CH2:14]1, predict the reactants needed to synthesize it. The reactants are: [OH-].[Na+].C([O:5][C:6]([C:8]1[C:12]2[CH2:13][CH2:14][C:15]([CH3:17])([CH3:16])[C:11]=2[NH:10][N:9]=1)=[O:7])C. (7) Given the product [N+:17]([C:14]1[CH:15]=[CH:16][C:11]([O:9][C:4]2[CH:5]=[CH:6][C:7]([F:8])=[C:2]([Cl:1])[CH:3]=2)=[CH:12][CH:13]=1)([O-:19])=[O:18], predict the reactants needed to synthesize it. The reactants are: [Cl:1][C:2]1[CH:3]=[C:4]([OH:9])[CH:5]=[CH:6][C:7]=1[F:8].F[C:11]1[CH:16]=[CH:15][C:14]([N+:17]([O-:19])=[O:18])=[CH:13][CH:12]=1.C(=O)([O-])[O-].[K+].[K+]. (8) Given the product [Br:1][C:2]1[CH:3]=[CH:4][C:5]([C@@H:8]2[CH2:13][C:12](=[O:14])[CH2:11][CH2:10][C@H:9]2[C:15]([OH:17])=[O:16])=[CH:6][CH:7]=1, predict the reactants needed to synthesize it. The reactants are: [Br:1][C:2]1[CH:7]=[CH:6][C:5]([C@@H:8]2[CH2:13][C:12](=[O:14])[CH2:11][CH2:10][C@H:9]2[C:15]([O-:17])=[O:16])=[CH:4][CH:3]=1.C1([NH2+]C2CCCCC2)CCCCC1.OS([O-])(=O)=O.[Na+].